Dataset: Full USPTO retrosynthesis dataset with 1.9M reactions from patents (1976-2016). Task: Predict the reactants needed to synthesize the given product. (1) Given the product [C:34]([O:37][C:38]([N:14]([CH2:15][CH:16]1[CH2:18][CH2:17]1)[CH2:13][C@H:9]([C:6]1[CH:5]=[CH:4][C:3]([Cl:2])=[CH:8][CH:7]=1)[C:10]([OH:12])=[O:11])=[O:39])([CH3:36])([CH3:35])[CH3:33], predict the reactants needed to synthesize it. The reactants are: Cl.[Cl:2][C:3]1[CH:8]=[CH:7][C:6]([C@@H:9]([CH2:13][NH:14][CH2:15][CH:16]2[CH2:18][CH2:17]2)[C:10]([OH:12])=[O:11])=[CH:5][CH:4]=1.CC#N.O.O.O.O.O.[OH-].C[N+](C)(C)C.[CH3:33][C:34]([O:37][C:38](O[C:38]([O:37][C:34]([CH3:36])([CH3:35])[CH3:33])=[O:39])=[O:39])([CH3:36])[CH3:35]. (2) Given the product [F:35][C:32]1[CH:33]=[CH:34][C:29]([C:9]2[N:8]([CH2:7][C:6]([OH:38])=[O:5])[C:17](=[O:18])[C:16]3[C:11](=[CH:12][CH:13]=[C:14]([N:19]4[CH2:25][C:24]([CH3:27])([CH3:26])[CH2:23][NH:22][CH:21]([CH3:28])[CH2:20]4)[CH:15]=3)[N:10]=2)=[CH:30][C:31]=1[O:36][CH3:37], predict the reactants needed to synthesize it. The reactants are: C([O:5][C:6](=[O:38])[CH2:7][N:8]1[C:17](=[O:18])[C:16]2[C:11](=[CH:12][CH:13]=[C:14]([N:19]3[CH2:25][C:24]([CH3:27])([CH3:26])[CH2:23][NH:22][CH:21]([CH3:28])[CH2:20]3)[CH:15]=2)[N:10]=[C:9]1[C:29]1[CH:34]=[CH:33][C:32]([F:35])=[C:31]([O:36][CH3:37])[CH:30]=1)(C)(C)C.C(O)(C(F)(F)F)=O. (3) Given the product [C:1]([O:5][C:6](=[O:32])[N:7]([C@H:11]1[CH2:19][CH2:18][CH2:17][C@H:16]([CH2:20][C:21]2[CH:26]=[CH:25][C:24]([O:27][CH3:28])=[CH:23][CH:22]=2)[C@@H:15]([O:29][CH2:37][CH:36]=[CH2:35])[C@H:14]([CH3:30])[O:13][C:12]1=[O:31])[CH2:8][O:9][CH3:10])([CH3:2])([CH3:4])[CH3:3], predict the reactants needed to synthesize it. The reactants are: [C:1]([O:5][C:6](=[O:32])[N:7]([C@H:11]1[CH2:19][CH2:18][CH2:17][C@H:16]([CH2:20][C:21]2[CH:26]=[CH:25][C:24]([O:27][CH3:28])=[CH:23][CH:22]=2)[C@@H:15]([OH:29])[C@H:14]([CH3:30])[O:13][C:12]1=[O:31])[CH2:8][O:9][CH3:10])([CH3:4])([CH3:3])[CH3:2].C(=O)(OC(C)(C)C)O[CH2:35][CH:36]=[CH2:37]. (4) Given the product [Br:3][C:4]1[CH:5]=[CH:6][N:7]=[CH:8][C:9]=1[CH2:10][OH:11], predict the reactants needed to synthesize it. The reactants are: [BH4-].[Na+].[Br:3][C:4]1[C:9]([CH:10]=[O:11])=[CH:8][N:7]=[CH:6][CH:5]=1. (5) Given the product [CH3:20][C:18]1[NH:17][N:16]=[C:15]([NH:14][C:4]2[N:3]=[C:2]([NH:21][C:22]3[CH:29]=[CH:28][C:25]([C:26]#[N:27])=[CH:24][CH:23]=3)[C:11]3[C:6]([CH:5]=2)=[C:7]([O:12][CH3:13])[CH:8]=[CH:9][CH:10]=3)[CH:19]=1, predict the reactants needed to synthesize it. The reactants are: Cl[C:2]1[C:11]2[C:6](=[C:7]([O:12][CH3:13])[CH:8]=[CH:9][CH:10]=2)[CH:5]=[C:4]([NH:14][C:15]2[CH:19]=[C:18]([CH3:20])[NH:17][N:16]=2)[N:3]=1.[NH2:21][C:22]1[CH:29]=[CH:28][C:25]([C:26]#[N:27])=[CH:24][CH:23]=1. (6) Given the product [C:16]([C:24]1[C:25]([NH2:27])=[N:26][C:21]([CH3:20])=[CH:22][C:23]=1[C:7]1[C:16]2[C:11](=[CH:12][N:13]=[C:14]([Cl:17])[CH:15]=2)[N:10]=[CH:9][CH:8]=1)([CH3:11])([CH3:7])[CH3:15], predict the reactants needed to synthesize it. The reactants are: FC(F)(F)S(O[C:7]1[C:16]2[C:11](=[CH:12][N:13]=[C:14]([Cl:17])[CH:15]=2)[N:10]=[CH:9][CH:8]=1)(=O)=O.[CH3:20][C:21]1[N:26]=[C:25]([NH2:27])[CH:24]=[C:23](B2OC(C)(C)C(C)(C)O2)[CH:22]=1. (7) Given the product [CH3:13][C:5]1([CH3:12])[C:6]2[C:11](=[CH:10][CH:9]=[CH:8][CH:7]=2)[CH:2]([NH:1][C:18]2[CH:19]=[N:20][CH:21]=[N:24][CH:17]=2)[CH:3]([OH:14])[CH2:4]1, predict the reactants needed to synthesize it. The reactants are: [NH2:1][CH:2]1[C:11]2[C:6](=[CH:7][CH:8]=[CH:9][CH:10]=2)[C:5]([CH3:13])([CH3:12])[CH2:4][CH:3]1[OH:14].BrC1[CH:17]=[CH:18][CH:19]=[N:20][CH:21]=1.C([N:24](CC)C(=O)C1C=CC=CC=1O)C.P([O-])([O-])([O-])=O.[K+].[K+].[K+]. (8) The reactants are: [NH2:1][CH2:2][CH2:3][CH2:4][O:5][C:6]1[CH:45]=[CH:44][C:9]([CH2:10][C@H:11]([NH:32][C:33](=[O:43])[O:34][C@@H:35]2[C@H:42]3[C@H:38]([O:39][CH2:40][CH2:41]3)[O:37][CH2:36]2)[C@H:12]([OH:31])[CH2:13][N:14]([S:19]([C:22]2[CH:30]=[CH:29][C:25]3[O:26][CH2:27][O:28][C:24]=3[CH:23]=2)(=[O:21])=[O:20])[CH2:15][CH:16]([CH3:18])[CH3:17])=[CH:8][CH:7]=1.Cl[C:47]1[CH:52]=[CH:51][C:50]([C:53]#[N:54])=[CH:49][N:48]=1.C(N(CC)C(C)C)(C)C. Given the product [O:26]1[C:25]2[CH:29]=[CH:30][C:22]([S:19]([N:14]([CH2:15][CH:16]([CH3:17])[CH3:18])[CH2:13][C@@H:12]([OH:31])[C@@H:11]([NH:32][C:33](=[O:43])[O:34][C@@H:35]3[C@H:42]4[C@H:38]([O:39][CH2:40][CH2:41]4)[O:37][CH2:36]3)[CH2:10][C:9]3[CH:44]=[CH:45][C:6]([O:5][CH2:4][CH2:3][CH2:2][NH:1][C:47]4[CH:52]=[CH:51][C:50]([C:53]#[N:54])=[CH:49][N:48]=4)=[CH:7][CH:8]=3)(=[O:21])=[O:20])=[CH:23][C:24]=2[O:28][CH2:27]1, predict the reactants needed to synthesize it. (9) Given the product [Cl:23][C:22]1[C:14]([N:11]2[CH2:10][CH2:9][N:8]([C:6]([O:5][C:1]([CH3:3])([CH3:2])[CH3:4])=[O:7])[CH2:13][CH2:12]2)=[N:15][CH:16]=[C:17]([C:18]([N:38]([O:39][CH3:40])[CH3:37])=[O:19])[CH:21]=1, predict the reactants needed to synthesize it. The reactants are: [C:1]([O:5][C:6]([N:8]1[CH2:13][CH2:12][N:11]([C:14]2[C:22]([Cl:23])=[CH:21][C:17]([C:18](O)=[O:19])=[CH:16][N:15]=2)[CH2:10][CH2:9]1)=[O:7])([CH3:4])([CH3:3])[CH3:2].C1N=CN(C(N2C=NC=C2)=O)C=1.Cl.[CH3:37][NH:38][O:39][CH3:40]. (10) Given the product [CH3:27][O:26][CH2:25][CH2:24][O:23][C:5]1[CH:4]=[CH:3][C:2]([N:1]2[C:37](=[O:38])[C:31]3[C:30](=[CH:29][CH:28]=[C:33]([C:34]([OH:36])=[O:35])[CH:32]=3)[C:40]2=[O:39])=[CH:7][C:6]=1[C:8]1[O:9][C:10]2[CH:16]=[CH:15][C:14]([C:17]3[CH:22]=[CH:21][CH:20]=[CH:19][CH:18]=3)=[CH:13][C:11]=2[N:12]=1, predict the reactants needed to synthesize it. The reactants are: [NH2:1][C:2]1[CH:3]=[CH:4][C:5]([O:23][CH2:24][CH2:25][O:26][CH3:27])=[C:6]([C:8]2[O:9][C:10]3[CH:16]=[CH:15][C:14]([C:17]4[CH:22]=[CH:21][CH:20]=[CH:19][CH:18]=4)=[CH:13][C:11]=3[N:12]=2)[CH:7]=1.[CH:28]1[C:33]([C:34]([OH:36])=[O:35])=[CH:32][C:31]2[C:37]([O:39][C:40](=O)[C:30]=2[CH:29]=1)=[O:38].